Dataset: Forward reaction prediction with 1.9M reactions from USPTO patents (1976-2016). Task: Predict the product of the given reaction. (1) Given the reactants [CH2:1]([N:8]=[C:9]=[O:10])[C:2]1[CH:7]=[CH:6][CH:5]=[CH:4][CH:3]=1.[NH2:11][C:12]1[CH:13]=[C:14]([N:18]2[C:22](=[O:23])[CH2:21][CH:20]([C:24]([O:26][CH3:27])=[O:25])[CH2:19]2)[CH:15]=[CH:16][CH:17]=1, predict the reaction product. The product is: [O:23]=[C:22]1[N:18]([C:14]2[CH:15]=[CH:16][CH:17]=[C:12]([NH:11][C:9]([NH:8][CH2:1][C:2]3[CH:7]=[CH:6][CH:5]=[CH:4][CH:3]=3)=[O:10])[CH:13]=2)[CH2:19][CH:20]([C:24]([O:26][CH3:27])=[O:25])[CH2:21]1. (2) The product is: [CH3:1][O:2][C:3]1[CH:4]=[C:5](/[CH:11]=[CH:12]/[CH2:13][O:14][CH2:18][CH2:19][CH2:20][N:21]2[CH2:26][CH2:25][CH2:24][CH2:23][CH2:22]2)[CH:6]=[CH:7][C:8]=1[O:9][CH3:10]. Given the reactants [CH3:1][O:2][C:3]1[CH:4]=[C:5]([CH:11]=[CH:12][CH2:13][OH:14])[CH:6]=[CH:7][C:8]=1[O:9][CH3:10].[K].Cl.Cl[CH2:18][CH2:19][CH2:20][N:21]1[CH2:26][CH2:25][CH2:24][CH2:23][CH2:22]1.C(O)(=O)C(O)=O, predict the reaction product. (3) Given the reactants [O:1]1[CH2:6][CH2:5][CH:4]([CH2:7][OH:8])[CH2:3][CH2:2]1.C(N(CC)CC)C.[S:16](Cl)([CH3:19])(=[O:18])=[O:17], predict the reaction product. The product is: [CH3:19][S:16]([O:8][CH2:7][CH:4]1[CH2:5][CH2:6][O:1][CH2:2][CH2:3]1)(=[O:18])=[O:17]. (4) Given the reactants [N:1]1([CH:17]2[CH2:22][CH2:21][NH:20][CH2:19][CH2:18]2)[CH2:6][CH2:5][CH:4]([N:7]2[C@@H:11]3[CH2:12][CH2:13][CH2:14][CH2:15][C@H:10]3[NH:9][C:8]2=[O:16])[CH2:3][CH2:2]1.[C:23](O)(=[O:27])[CH2:24][CH2:25][CH3:26].CN(C(ON1N=NC2C=CC=NC1=2)=[N+](C)C)C.F[P-](F)(F)(F)(F)F.C(N(C(C)C)CC)(C)C, predict the reaction product. The product is: [CH2:24]([C:23]([N:20]1[CH2:21][CH2:22][CH:17]([N:1]2[CH2:2][CH2:3][CH:4]([N:7]3[C@@H:11]4[CH2:12][CH2:13][CH2:14][CH2:15][C@H:10]4[NH:9][C:8]3=[O:16])[CH2:5][CH2:6]2)[CH2:18][CH2:19]1)=[O:27])[CH2:25][CH3:26].